From a dataset of Forward reaction prediction with 1.9M reactions from USPTO patents (1976-2016). Predict the product of the given reaction. (1) Given the reactants [Cl:1][C:2]1[C:10]([Cl:11])=[CH:9][CH:8]=[CH:7][C:3]=1[C:4]([OH:6])=O.[F:12][C:13]([F:31])([F:30])[C:14]1[N:19]=[CH:18][C:17]([CH:20]([CH2:23][C:24]2([CH:27]([F:29])[F:28])[CH2:26][CH2:25]2)[CH2:21][NH2:22])=[CH:16][CH:15]=1, predict the reaction product. The product is: [Cl:1][C:2]1[C:10]([Cl:11])=[CH:9][CH:8]=[CH:7][C:3]=1[C:4]([NH:22][CH2:21][CH:20]([C:17]1[CH:18]=[N:19][C:14]([C:13]([F:31])([F:12])[F:30])=[CH:15][CH:16]=1)[CH2:23][C:24]1([CH:27]([F:28])[F:29])[CH2:25][CH2:26]1)=[O:6]. (2) Given the reactants [OH:1][CH:2]1[C:7](OC)([O:8]C)[CH2:6][CH2:5][N:4]([C:12]([O:14][CH2:15][CH3:16])=[O:13])[CH2:3]1.FC(F)(F)C(O)=O, predict the reaction product. The product is: [OH:1][CH:2]1[C:7](=[O:8])[CH2:6][CH2:5][N:4]([C:12]([O:14][CH2:15][CH3:16])=[O:13])[CH2:3]1.